From a dataset of Peptide-MHC class I binding affinity with 185,985 pairs from IEDB/IMGT. Regression. Given a peptide amino acid sequence and an MHC pseudo amino acid sequence, predict their binding affinity value. This is MHC class I binding data. The peptide sequence is SLLTEVETYV. The MHC is HLA-A02:01 with pseudo-sequence HLA-A02:01. The binding affinity (normalized) is 0.664.